From a dataset of TCR-epitope binding with 47,182 pairs between 192 epitopes and 23,139 TCRs. Binary Classification. Given a T-cell receptor sequence (or CDR3 region) and an epitope sequence, predict whether binding occurs between them. (1) The epitope is FQPTNGVGY. The TCR CDR3 sequence is CASSFAGGGSYNEQFF. Result: 0 (the TCR does not bind to the epitope). (2) The epitope is LLQTGIHVRVSQPSL. Result: 0 (the TCR does not bind to the epitope). The TCR CDR3 sequence is CASSLRGSHETQYF. (3) The epitope is TEKSNIIRGW. The TCR CDR3 sequence is CASSVGVETGEQYF. Result: 0 (the TCR does not bind to the epitope). (4) The epitope is FVDGVPFVV. The TCR CDR3 sequence is CASSQEPDSSYEQYF. Result: 0 (the TCR does not bind to the epitope). (5) The epitope is SLYNTVATL. The TCR CDR3 sequence is CASSEAWGATNTGELFF. Result: 0 (the TCR does not bind to the epitope). (6) The epitope is GILGFVFTL. The TCR CDR3 sequence is CASSPRSAVEQYF. Result: 1 (the TCR binds to the epitope). (7) The epitope is GPGHKARVL. The TCR CDR3 sequence is CASSLDGQGILVNEQFF. Result: 0 (the TCR does not bind to the epitope).